From a dataset of Catalyst prediction with 721,799 reactions and 888 catalyst types from USPTO. Predict which catalyst facilitates the given reaction. Reactant: [CH3:1][C:2]([NH:7][C:8]([NH:10][C:11]1[CH:16]=[CH:15][C:14]([S:17][C:18]([F:21])([F:20])[F:19])=[CH:13][CH:12]=1)=[O:9])([CH3:6])[C:3]([O-])=[O:4]. Product: [CH3:1][C:2]1([CH3:6])[NH:7][C:8](=[O:9])[N:10]([C:11]2[CH:16]=[CH:15][C:14]([S:17][C:18]([F:21])([F:20])[F:19])=[CH:13][CH:12]=2)[C:3]1=[O:4]. The catalyst class is: 89.